From a dataset of Forward reaction prediction with 1.9M reactions from USPTO patents (1976-2016). Predict the product of the given reaction. Given the reactants [Cl:1][C:2]1[CH:3]=[C:4]([CH:8]=[CH:9][C:10]=1[F:11])[C:5]([OH:7])=[O:6].[N+:12]([O-])([OH:14])=[O:13], predict the reaction product. The product is: [Cl:1][C:2]1[C:10]([F:11])=[CH:9][C:8]([N+:12]([O-:14])=[O:13])=[C:4]([CH:3]=1)[C:5]([OH:7])=[O:6].